This data is from NCI-60 drug combinations with 297,098 pairs across 59 cell lines. The task is: Regression. Given two drug SMILES strings and cell line genomic features, predict the synergy score measuring deviation from expected non-interaction effect. (1) Drug 1: C1=CC=C(C(=C1)C(C2=CC=C(C=C2)Cl)C(Cl)Cl)Cl. Drug 2: CS(=O)(=O)OCCCCOS(=O)(=O)C. Cell line: IGROV1. Synergy scores: CSS=-1.17, Synergy_ZIP=-0.136, Synergy_Bliss=-1.06, Synergy_Loewe=-4.74, Synergy_HSA=-3.16. (2) Drug 1: COC1=NC(=NC2=C1N=CN2C3C(C(C(O3)CO)O)O)N. Drug 2: CC(C)(C#N)C1=CC(=CC(=C1)CN2C=NC=N2)C(C)(C)C#N. Cell line: UO-31. Synergy scores: CSS=15.1, Synergy_ZIP=-2.90, Synergy_Bliss=2.02, Synergy_Loewe=-2.04, Synergy_HSA=-2.05.